Dataset: Full USPTO retrosynthesis dataset with 1.9M reactions from patents (1976-2016). Task: Predict the reactants needed to synthesize the given product. (1) Given the product [OH:30][C:29]([C:25]1[N:24]([CH3:23])[CH:28]=[CH:27][N:26]=1)([C:37]1[CH:42]=[CH:41][CH:40]=[CH:39][CH:38]=1)[CH:31]1[CH2:36][CH2:35][N:34]([C:19](=[O:21])[C:18]([C:17]2[C:4]3[C:5](=[C:6]([N:9]4[CH:13]=[N:12][C:11]([CH3:14])=[N:10]4)[N:7]=[CH:8][C:3]=3[O:2][CH3:1])[NH:15][CH:16]=2)=[O:22])[CH2:33][CH2:32]1, predict the reactants needed to synthesize it. The reactants are: [CH3:1][O:2][C:3]1[CH:8]=[N:7][C:6]([N:9]2[CH:13]=[N:12][C:11]([CH3:14])=[N:10]2)=[C:5]2[NH:15][CH:16]=[C:17]([C:18](=[O:22])[C:19]([OH:21])=O)[C:4]=12.[CH3:23][N:24]1[CH:28]=[CH:27][N:26]=[C:25]1[C:29]([C:37]1[CH:42]=[CH:41][CH:40]=[CH:39][CH:38]=1)([CH:31]1[CH2:36][CH2:35][NH:34][CH2:33][CH2:32]1)[OH:30].CN([P+](ON1N=NC2C=CC=CC1=2)(N(C)C)N(C)C)C.F[P-](F)(F)(F)(F)F.CCN(C(C)C)C(C)C. (2) Given the product [NH2:1][C:2]1[CH:7]=[C:6]([Cl:8])[CH:5]=[CH:4][C:3]=1[S:9][CH2:11][C:12]1[CH:21]=[CH:20][C:15]([C:16]([O:18][CH3:19])=[O:17])=[CH:14][CH:13]=1, predict the reactants needed to synthesize it. The reactants are: [NH2:1][C:2]1[CH:7]=[C:6]([Cl:8])[CH:5]=[CH:4][C:3]=1[SH:9].Br[CH2:11][C:12]1[CH:21]=[CH:20][C:15]([C:16]([O:18][CH3:19])=[O:17])=[CH:14][CH:13]=1.C([O-])([O-])=O.[K+].[K+]. (3) The reactants are: [Br:1][C:2]1[C:3]([O:10][CH2:11]C)=[N:4][CH:5]=[C:6]([CH2:8][Cl:9])[CH:7]=1.BrC1C=C(CO)C=NC=1OC. Given the product [Br:1][C:2]1[C:3]([O:10][CH3:11])=[N:4][CH:5]=[C:6]([CH2:8][Cl:9])[CH:7]=1, predict the reactants needed to synthesize it. (4) The reactants are: Cl.[C:2]([O:6][C:7](=[O:10])[CH2:8][NH2:9])([CH3:5])([CH3:4])[CH3:3].[O-:11][C:12]#[N:13].[K+]. Given the product [C:2]([O:6][C:7](=[O:10])[CH2:8][NH:9][C:12]([NH2:13])=[O:11])([CH3:5])([CH3:4])[CH3:3], predict the reactants needed to synthesize it. (5) Given the product [CH:1]([N:4]1[N:8]=[N:7][C:6]([CH2:9][CH2:10][O:11][S:24]([CH3:23])(=[O:26])=[O:25])=[N:5]1)([CH3:3])[CH3:2].[CH:12]([N:15]1[C:19]([CH2:20][CH2:21][O:22][S:24]([CH3:23])(=[O:26])=[O:25])=[N:18][N:17]=[N:16]1)([CH3:14])[CH3:13], predict the reactants needed to synthesize it. The reactants are: [CH:1]([N:4]1[N:8]=[N:7][C:6]([CH2:9][CH2:10][OH:11])=[N:5]1)([CH3:3])[CH3:2].[CH:12]([N:15]1[C:19]([CH2:20][CH2:21][OH:22])=[N:18][N:17]=[N:16]1)([CH3:14])[CH3:13].[CH3:23][S:24](Cl)(=[O:26])=[O:25].C(N(CC)CC)C. (6) Given the product [F:30][C:27]1[CH:28]=[CH:29][C:24]([NH:23][C:4]([C:6]2[C:11]([NH:12][C:13]3[N:14]([CH3:21])[N:15]=[C:16]([CH:18]4[CH2:19][CH2:20]4)[CH:17]=3)=[CH:10][CH:9]=[C:8]([CH3:22])[N:7]=2)=[O:5])=[N:25][CH:26]=1, predict the reactants needed to synthesize it. The reactants are: C(O[C:4]([C:6]1[C:11]([NH:12][C:13]2[N:14]([CH3:21])[N:15]=[C:16]([CH:18]3[CH2:20][CH2:19]3)[CH:17]=2)=[CH:10][CH:9]=[C:8]([CH3:22])[N:7]=1)=[O:5])C.[NH2:23][C:24]1[CH:29]=[CH:28][C:27]([F:30])=[CH:26][N:25]=1. (7) Given the product [NH2:21][C:18]([CH3:20])([CH3:19])[C:17]([N:14]1[CH2:15][CH2:16][N:11]([C:9]([O:8][CH2:1][C:2]2[CH:7]=[CH:6][CH:5]=[CH:4][CH:3]=2)=[O:10])[CH2:12][CH2:13]1)=[O:29], predict the reactants needed to synthesize it. The reactants are: [CH2:1]([O:8][C:9]([N:11]1[CH2:16][CH2:15][N:14]([C:17](=[O:29])[C:18]([NH:21]C(OC(C)(C)C)=O)([CH3:20])[CH3:19])[CH2:13][CH2:12]1)=[O:10])[C:2]1[CH:7]=[CH:6][CH:5]=[CH:4][CH:3]=1.Cl.